Dataset: Catalyst prediction with 721,799 reactions and 888 catalyst types from USPTO. Task: Predict which catalyst facilitates the given reaction. (1) Reactant: [Cl:1][C:2]1[CH:7]=[CH:6][C:5]([C:8](OC)([O:24]C)[CH:9]([OH:23])[CH2:10][N:11]2[CH2:16][CH2:15][N:14]([C:17]3[CH:22]=[CH:21][CH:20]=[CH:19][N:18]=3)[CH2:13][CH2:12]2)=[CH:4][CH:3]=1.OS(O)(=O)=O.C([O-])(O)=O.[Na+]. Product: [Cl:1][C:2]1[CH:7]=[CH:6][C:5]([C:8](=[O:24])[CH:9]([OH:23])[CH2:10][N:11]2[CH2:12][CH2:13][N:14]([C:17]3[CH:22]=[CH:21][CH:20]=[CH:19][N:18]=3)[CH2:15][CH2:16]2)=[CH:4][CH:3]=1. The catalyst class is: 22. (2) Reactant: [F:1][C:2]1[C:10]2[O:9][C:8]([CH3:12])([CH3:11])[CH2:7][C:6]=2[CH:5]=[C:4](B(O)O)[CH:3]=1.[OH:16]OS([O-])=O.[K+].S([O-])([O-])(=O)=S.[Na+].[Na+]. Product: [F:1][C:2]1[C:10]2[O:9][C:8]([CH3:12])([CH3:11])[CH2:7][C:6]=2[CH:5]=[C:4]([OH:16])[CH:3]=1. The catalyst class is: 95. (3) Reactant: [Br:1][C:2]1[CH:3]=[C:4]2[C:10]([CH3:11])=[N:9][NH:8][C:5]2=[N:6][CH:7]=1.[H-].[Na+].Cl[CH2:15][O:16][CH2:17][CH2:18][Si:19]([CH3:22])([CH3:21])[CH3:20]. Product: [Br:1][C:2]1[CH:3]=[C:4]2[C:10]([CH3:11])=[N:9][N:8]([CH2:15][O:16][CH2:17][CH2:18][Si:19]([CH3:22])([CH3:21])[CH3:20])[C:5]2=[N:6][CH:7]=1. The catalyst class is: 9. (4) Reactant: Cl.[NH:2]1[CH2:7][CH2:6][CH:5]([CH2:8][CH2:9][CH2:10][OH:11])[CH2:4][CH2:3]1.[CH3:12][C:13]([O:16][C:17](O[C:17]([O:16][C:13]([CH3:15])([CH3:14])[CH3:12])=[O:18])=[O:18])([CH3:15])[CH3:14]. Product: [OH:11][CH2:10][CH2:9][CH2:8][CH:5]1[CH2:6][CH2:7][N:2]([C:17]([O:16][C:13]([CH3:15])([CH3:14])[CH3:12])=[O:18])[CH2:3][CH2:4]1. The catalyst class is: 2.